Task: Predict the product of the given reaction.. Dataset: Forward reaction prediction with 1.9M reactions from USPTO patents (1976-2016) (1) Given the reactants [Br:1][C:2]1[CH:9]=[C:8]([F:10])[C:5]([CH2:6][OH:7])=[C:4]([F:11])[CH:3]=1.C(N(CC)CC)C, predict the reaction product. The product is: [Br:1][C:2]1[CH:3]=[C:4]([F:11])[C:5]([CH:6]=[O:7])=[C:8]([F:10])[CH:9]=1. (2) Given the reactants [CH3:1][CH:2]([CH3:38])[CH:3]([NH2:37])[CH:4]1[CH:9]([O:10]CC2C=CC=CC=2)[CH:8]([O:18]CC2C=CC=CC=2)[CH:7]([O:26]CC2C=CC=CC=2)[CH:6]([CH2:34][CH:35]=[CH2:36])[O:5]1.Cl, predict the reaction product. The product is: [NH2:37][CH:3]([CH:4]1[CH:9]([OH:10])[CH:8]([OH:18])[CH:7]([OH:26])[CH:6]([CH2:34][CH2:35][CH3:36])[O:5]1)[CH:2]([CH3:38])[CH3:1]. (3) Given the reactants C[O-].[Na+].[O:4]=[C:5]1[C:10]2=[N:11][CH:12]=[CH:13][CH:14]=[C:9]2[O:8][C:7]2([CH2:19][CH2:18][N:17]([C:20]([O:22][C:23]([CH3:26])([CH3:25])[CH3:24])=[O:21])[CH2:16][CH2:15]2)[CH2:6]1.[CH:27](OCC)=[O:28].O, predict the reaction product. The product is: [OH:28][CH:27]=[C:6]1[C:7]2([CH2:15][CH2:16][N:17]([C:20]([O:22][C:23]([CH3:26])([CH3:25])[CH3:24])=[O:21])[CH2:18][CH2:19]2)[O:8][C:9]2[C:10](=[N:11][CH:12]=[CH:13][CH:14]=2)[C:5]1=[O:4]. (4) Given the reactants [CH3:1][C:2]1[CH:3]=[CH:4][C:5]([C:8]2[CH:9]=[C:10]([CH:15]=[C:16]([CH:18]=[CH2:19])[CH:17]=2)[C:11]([O:13]C)=[O:12])=[N:6][CH:7]=1.[OH-].[Na+:21].[ClH:22], predict the reaction product. The product is: [Cl-:22].[Na+:21].[Na+:21].[Na+:21].[Cl-:22].[Cl-:22].[CH3:1][C:2]1[CH:3]=[CH:4][C:5]([C:8]2[CH:9]=[C:10]([CH:15]=[C:16]([CH:18]=[CH2:19])[CH:17]=2)[C:11]([OH:13])=[O:12])=[N:6][CH:7]=1. (5) Given the reactants Br[C:2]1[CH:3]=[C:4]([CH:7]=[C:8]([C:10]([F:13])([F:12])[F:11])[CH:9]=1)[CH:5]=[O:6].CC1(C)C(C)(C)OB(/[CH:22]=[CH:23]/[CH2:24][O:25][CH3:26])O1.C([O-])([O-])=O.[Na+].[Na+], predict the reaction product. The product is: [CH3:26][O:25][CH2:24]/[CH:23]=[CH:22]/[C:2]1[CH:3]=[C:4]([CH:7]=[C:8]([C:10]([F:13])([F:12])[F:11])[CH:9]=1)[CH:5]=[O:6].